Dataset: Reaction yield outcomes from USPTO patents with 853,638 reactions. Task: Predict the reaction yield, written as a fraction of the theoretical maximum amount of product (1.0 means a 100% yield; for example, 0.34 means a 34% yield). (1) The reactants are C[O:2][C:3](=[O:24])[C@@H:4]([C:17]([O:19][C:20]([CH3:23])([CH3:22])[CH3:21])=[O:18])[CH2:5][C:6]1[CH:16]=[CH:15][C:9]2[O:10][C:11]([CH3:14])([CH3:13])[O:12][C:8]=2[CH:7]=1.[OH-].[Li+].O. The catalyst is C1COCC1. The product is [C:20]([O:19][C:17]([C@@H:4]([CH2:5][C:6]1[CH:16]=[CH:15][C:9]2[O:10][C:11]([CH3:14])([CH3:13])[O:12][C:8]=2[CH:7]=1)[C:3]([OH:24])=[O:2])=[O:18])([CH3:23])([CH3:21])[CH3:22]. The yield is 0.830. (2) The reactants are [CH:1]([S:4](Cl)(=[O:6])=[O:5])([CH3:3])[CH3:2].[NH2:8][CH2:9][C@H:10]1[CH2:15][CH2:14][C@H:13]([NH:16][C:17]([O:19][CH2:20][C:21]2[CH:26]=[CH:25][CH:24]=[CH:23][CH:22]=2)=[O:18])[CH2:12][CH2:11]1. The catalyst is C(Cl)Cl. The product is [CH3:2][CH:1]([S:4]([NH:8][CH2:9][C@H:10]1[CH2:15][CH2:14][C@H:13]([NH:16][C:17]([O:19][CH2:20][C:21]2[CH:22]=[CH:23][CH:24]=[CH:25][CH:26]=2)=[O:18])[CH2:12][CH2:11]1)(=[O:6])=[O:5])[CH3:3]. The yield is 0.320. (3) The reactants are [C:1]([C:5]1[CH:6]=[CH:7][C:8]2[N:9]([C:22]3[CH:23]=[CH:24][C:25]4[N:26](S(C5C=CC(C)=CC=5)(=O)=O)[C:27]5[C:32]([C:33]=4[CH:34]=3)=[CH:31][CH:30]=[CH:29][CH:28]=5)[C:10]3[C:15]([C:16]=2[CH:17]=1)=[CH:14][C:13]([C:18]([CH3:21])([CH3:20])[CH3:19])=[CH:12][CH:11]=3)([CH3:4])([CH3:3])[CH3:2].[OH-].[K+].O1CCCC1.S(=O)(=O)(O)O. The catalyst is O.CS(C)=O. The product is [C:18]([C:13]1[CH:12]=[CH:11][C:10]2[N:9]([C:22]3[CH:23]=[CH:24][C:25]4[NH:26][C:27]5[C:32]([C:33]=4[CH:34]=3)=[CH:31][CH:30]=[CH:29][CH:28]=5)[C:8]3[C:16]([C:15]=2[CH:14]=1)=[CH:17][C:5]([C:1]([CH3:4])([CH3:3])[CH3:2])=[CH:6][CH:7]=3)([CH3:19])([CH3:20])[CH3:21]. The yield is 0.725.